Dataset: Full USPTO retrosynthesis dataset with 1.9M reactions from patents (1976-2016). Task: Predict the reactants needed to synthesize the given product. (1) Given the product [C:29]([C:24]1([CH2:23][CH2:22][CH2:21][CH2:20][CH2:19][C:18](=[O:36])[CH2:17][CH2:16][CH2:15][CH2:14][CH2:13][C:8]2([C:6]([OH:7])=[O:5])[CH2:12][CH2:11][CH2:10][CH2:9]2)[CH2:25][CH2:26][CH2:27][CH2:28]1)([OH:31])=[O:30], predict the reactants needed to synthesize it. The reactants are: C([O:5][C:6]([C:8]1([CH2:13][CH2:14][CH2:15][CH2:16][CH2:17][C:18](=[O:36])[CH2:19][CH2:20][CH2:21][CH2:22][CH2:23][C:24]2([C:29]([O:31]CCCC)=[O:30])[CH2:28][CH2:27][CH2:26][CH2:25]2)[CH2:12][CH2:11][CH2:10][CH2:9]1)=[O:7])CCC.O[Li].O. (2) Given the product [CH2:3]([N:10]1[CH2:14][C:15]2[CH:20]=[CH:19][CH:18]=[N:17][C:16]=2[O:13][CH2:12][CH2:11]1)[C:4]1[CH:9]=[CH:8][CH:7]=[CH:6][CH:5]=1, predict the reactants needed to synthesize it. The reactants are: [H-].[Na+].[CH2:3]([N:10]([CH2:14][C:15]1[C:16](Cl)=[N:17][CH:18]=[CH:19][CH:20]=1)[CH2:11][CH2:12][OH:13])[C:4]1[CH:9]=[CH:8][CH:7]=[CH:6][CH:5]=1.O.